This data is from Catalyst prediction with 721,799 reactions and 888 catalyst types from USPTO. The task is: Predict which catalyst facilitates the given reaction. (1) Reactant: [NH2:1][C:2]1[N:7]=[C:6]([C:8]2[O:9][CH:10]=[CH:11][CH:12]=2)[C:5]([C:13]#[N:14])=[C:4]([S:15]([CH3:18])(=O)=O)[N:3]=1.[C:19]1(S)[CH:24]=[CH:23]C=[CH:21][CH:20]=1.C1CCN2C(=NCCC2)CC1. Product: [NH2:1][C:2]1[N:7]=[C:6]([C:8]2[O:9][CH:10]=[CH:11][CH:12]=2)[C:5]([C:13]#[N:14])=[C:4]([S:15][C:18]2[CH:23]=[CH:24][CH:19]=[CH:20][CH:21]=2)[N:3]=1. The catalyst class is: 57. (2) Reactant: I[C:2]1[CH:3]=[C:4]([CH:10]=[CH:11][C:12]=1[CH3:13])[C:5]([O:7][CH2:8][CH3:9])=[O:6].[C:14]([C:16]1[CH:17]=[CH:18][C:19]([NH:22][C:23](=[O:25])[CH3:24])=[N:20][CH:21]=1)#[CH:15].C(N(CC)C(C)C)(C)C. Product: [C:23]([NH:22][C:19]1[N:20]=[CH:21][C:16]([C:14]#[C:15][C:2]2[CH:3]=[C:4]([CH:10]=[CH:11][C:12]=2[CH3:13])[C:5]([O:7][CH2:8][CH3:9])=[O:6])=[CH:17][CH:18]=1)(=[O:25])[CH3:24]. The catalyst class is: 441. (3) Reactant: [OH-].[Na+:2].[C:3](=[S:6])([SH:5])[NH2:4].[NH2:7][CH2:8][CH2:9][CH2:10][N:11]1[CH2:16][CH2:15][O:14][CH2:13][CH2:12]1. Product: [C:3](=[S:5])([S-:6])[NH2:4].[NH2:7][CH2:8][CH2:9][CH2:10][N:11]1[CH2:16][CH2:15][O:14][CH2:13][CH2:12]1.[Na+:2]. The catalyst class is: 534. (4) Reactant: [CH2:1]([O:3][C:4]1[C:9]([C:10]2[CH:15]=[C:14]([S:16]([CH2:19][CH3:20])(=[O:18])=[O:17])[CH:13]=[CH:12][C:11]=2F)=[CH:8][N:7]([CH3:22])[C:6](=[O:23])[CH:5]=1)[CH3:2].[F:24][C:25]1[CH:30]=[C:29]([F:31])[CH:28]=[CH:27][C:26]=1[OH:32].C(=O)([O-])[O-].[Cs+].[Cs+]. Product: [F:24][C:25]1[CH:30]=[C:29]([F:31])[CH:28]=[CH:27][C:26]=1[O:32][C:11]1[CH:12]=[CH:13][C:14]([S:16]([CH2:19][CH3:20])(=[O:18])=[O:17])=[CH:15][C:10]=1[C:9]1[C:4]([O:3][CH2:1][CH3:2])=[CH:5][C:6](=[O:23])[N:7]([CH3:22])[CH:8]=1. The catalyst class is: 16. (5) Reactant: Br[Zn][CH2:3][C:4]([O:6][CH2:7][CH3:8])=[O:5].C1COCC1.[C:14]1(=[O:20])[CH2:19][CH2:18][CH2:17][CH:16]=[CH:15]1.Cl. Product: [OH:20][C:14]1([CH2:3][C:4]([O:6][CH2:7][CH3:8])=[O:5])[CH2:19][CH2:18][CH2:17][CH:16]=[CH:15]1. The catalyst class is: 13. (6) The catalyst class is: 313. Product: [C:1]([O:5][C:6]([N:8]1[CH2:12][CH2:11][C@H:10]([C@@H:13]([OH:16])[CH2:14][CH3:15])[CH2:9]1)=[O:7])([CH3:4])([CH3:3])[CH3:2]. Reactant: [C:1]([O:5][C:6]([N:8]1[CH2:12][CH2:11][C@H:10]([CH:13]([OH:16])[CH2:14][CH3:15])[CH2:9]1)=[O:7])([CH3:4])([CH3:3])[CH3:2]. (7) Reactant: [CH2:1]([N:8]([CH2:26][C:27]1[CH:32]=[CH:31][CH:30]=[CH:29][CH:28]=1)[C:9]1[CH:10]=[C:11]2[CH:17]=[C:16]([C:18]([C:20]3[CH:25]=[CH:24][CH:23]=[CH:22][CH:21]=3)=O)[NH:15][C:12]2=[CH:13][N:14]=1)[C:2]1[CH:7]=[CH:6][CH:5]=[CH:4][CH:3]=1.[C:33]([NH:36][NH2:37])([NH2:35])=[NH:34].[ClH:38].Cl. Product: [ClH:38].[ClH:38].[CH2:1]([N:8]([CH2:26][C:27]1[CH:32]=[CH:31][CH:30]=[CH:29][CH:28]=1)[C:9]1[CH:10]=[C:11]2[CH:17]=[C:16]([C:18](=[N:37][NH:36][C:33]([NH2:35])=[NH:34])[C:20]3[CH:25]=[CH:24][CH:23]=[CH:22][CH:21]=3)[NH:15][C:12]2=[CH:13][N:14]=1)[C:2]1[CH:7]=[CH:6][CH:5]=[CH:4][CH:3]=1. The catalyst class is: 8.